From a dataset of Reaction yield outcomes from USPTO patents with 853,638 reactions. Predict the reaction yield, written as a fraction of the theoretical maximum amount of product (1.0 means a 100% yield; for example, 0.34 means a 34% yield). (1) The reactants are [N+:1]([C:4]1[CH:5]=[C:6]([CH2:10][S:11]([N:14]([CH3:16])[CH3:15])(=[O:13])=[O:12])[CH:7]=[CH:8][CH:9]=1)([O-])=O. The catalyst is [Ni].CO. The product is [NH2:1][C:4]1[CH:5]=[C:6]([CH2:10][S:11]([N:14]([CH3:16])[CH3:15])(=[O:13])=[O:12])[CH:7]=[CH:8][CH:9]=1. The yield is 0.960. (2) The reactants are C(O[CH:5]([CH2:12][CH3:13])[CH:6]([N+]([O-])=O)[CH2:7][CH3:8])(=O)C.[N+:14]([CH2:16][C:17]([O:19][CH2:20][CH3:21])=[O:18])#[C-:15].C1CCN2C(=NCCC2)CC1.Cl. The catalyst is C1COCC1. The product is [CH2:12]([C:5]1[C:6]([CH2:7][CH3:8])=[CH:15][NH:14][C:16]=1[C:17]([O:19][CH2:20][CH3:21])=[O:18])[CH3:13]. The yield is 0.940.